The task is: Predict the reaction yield, written as a fraction of the theoretical maximum amount of product (1.0 means a 100% yield; for example, 0.34 means a 34% yield).. This data is from Reaction yield outcomes from USPTO patents with 853,638 reactions. The reactants are Cl[C:2]1[CH:3]=[CH:4][C:5]2[N:11]3[CH2:12][C@H:8]([CH2:9][CH2:10]3)[N:7]([C:13]([NH:15][C:16]3[CH:21]=[N:20][CH:19]=[CH:18][N:17]=3)=[O:14])[C:6]=2[N:22]=1.[NH:23]1[CH2:28][CH2:27][CH2:26][CH2:25][CH2:24]1.C([O-])([O-])=O.[Cs+].[Cs+].CC(C1C=C(C(C)C)C(C2C=CC=CC=2P(C2CCCCC2)C2CCCCC2)=C(C(C)C)C=1)C. The catalyst is O1CCOCC1.CC([O-])=O.CC([O-])=O.[Pd+2].CCOC(C)=O.O. The product is [N:23]1([C:2]2[CH:3]=[CH:4][C:5]3[N:11]4[CH2:12][C@H:8]([CH2:9][CH2:10]4)[N:7]([C:13]([NH:15][C:16]4[CH:21]=[N:20][CH:19]=[CH:18][N:17]=4)=[O:14])[C:6]=3[N:22]=2)[CH2:28][CH2:27][CH2:26][CH2:25][CH2:24]1. The yield is 0.402.